Dataset: Forward reaction prediction with 1.9M reactions from USPTO patents (1976-2016). Task: Predict the product of the given reaction. (1) The product is: [CH2:1]([CH:8]1[CH2:17][CH2:16][C:15]2[C:10](=[CH:11][CH:12]=[C:13]([O:18][CH3:19])[CH:14]=2)[CH:9]1[OH:20])[C:2]1[CH:3]=[CH:4][CH:5]=[CH:6][CH:7]=1. Given the reactants [CH2:1]([CH:8]1[CH2:17][CH2:16][C:15]2[C:10](=[CH:11][CH:12]=[C:13]([O:18][CH3:19])[CH:14]=2)[C:9]1=[O:20])[C:2]1[CH:7]=[CH:6][CH:5]=[CH:4][CH:3]=1.C1COCC1.[Cl-].[Cl-].[Cl-].[Ce+3].[BH4-], predict the reaction product. (2) The product is: [CH2:21]([O:23][C:24]1([CH3:25])[O:6][CH2:7][C:8]([C:9]([O:11][CH2:12][CH3:13])=[O:10])([C:14]([O:16][CH2:17][CH3:18])=[O:15])[CH2:19][O:20]1)[CH3:22]. Given the reactants OS(O)(=O)=O.[OH:6][CH2:7][C:8]([CH2:19][OH:20])([C:14]([O:16][CH2:17][CH3:18])=[O:15])[C:9]([O:11][CH2:12][CH3:13])=[O:10].[C:21](OCC)(OCC)([O:23][CH2:24][CH3:25])[CH3:22].C([O-])(O)=O.[Na+], predict the reaction product. (3) Given the reactants [CH2:1]([O:3][C:4](=[O:25])[CH2:5][C:6]1[CH:7]=[C:8]([C:12]2[CH:17]=[CH:16][C:15]([C:18]([F:21])([F:20])[F:19])=[CH:14][C:13]=2[N+:22]([O-])=O)[CH:9]=[CH:10][CH:11]=1)[CH3:2], predict the reaction product. The product is: [CH2:1]([O:3][C:4](=[O:25])[CH2:5][C:6]1[CH:7]=[C:8]([C:12]2[CH:17]=[CH:16][C:15]([C:18]([F:20])([F:19])[F:21])=[CH:14][C:13]=2[NH2:22])[CH:9]=[CH:10][CH:11]=1)[CH3:2]. (4) Given the reactants [Br:1]Br.[CH3:3][O:4][C:5]1[CH:6]=[C:7]([CH:16]=[C:17]([O:21][CH3:22])[C:18]=1[O:19][CH3:20])[C:8]([C:10]1C=CC=CC=1)=[O:9].C(O)C, predict the reaction product. The product is: [Br:1][CH2:10][C:8]([C:7]1[CH:6]=[C:5]([O:4][CH3:3])[C:18]([O:19][CH3:20])=[C:17]([O:21][CH3:22])[CH:16]=1)=[O:9]. (5) Given the reactants [CH3:1][C:2]1[N:3]=[C:4]([C:17]2[CH:22]=[CH:21][CH:20]=[CH:19][CH:18]=2)[NH:5][C:6](=O)[C:7]=1[CH:8]([CH2:13][CH2:14][CH3:15])[C:9]([O:11][CH3:12])=[O:10].P(Cl)(Cl)([Cl:25])=O.CN(C)C1C=CC=CC=1, predict the reaction product. The product is: [Cl:25][C:6]1[C:7]([CH:8]([CH2:13][CH2:14][CH3:15])[C:9]([O:11][CH3:12])=[O:10])=[C:2]([CH3:1])[N:3]=[C:4]([C:17]2[CH:22]=[CH:21][CH:20]=[CH:19][CH:18]=2)[N:5]=1. (6) Given the reactants C([O-])([O-])=O.[Cs+].[Cs+].[CH2:7]([C:9]1[N:13]([C:14]2[CH:19]=[CH:18][C:17]([OH:20])=[CH:16][CH:15]=2)[C:12]2[CH:21]=[CH:22][CH:23]=[C:24]([C:25]([F:28])([F:27])[F:26])[C:11]=2[N:10]=1)[CH3:8].Br[CH2:30][C:31]1[CH:36]=[CH:35][CH:34]=[C:33]([S:37]([CH3:40])(=[O:39])=[O:38])[CH:32]=1.N, predict the reaction product. The product is: [CH2:7]([C:9]1[N:13]([C:14]2[CH:15]=[CH:16][C:17]([O:20][CH2:30][C:31]3[CH:36]=[CH:35][CH:34]=[C:33]([S:37]([CH3:40])(=[O:39])=[O:38])[CH:32]=3)=[CH:18][CH:19]=2)[C:12]2[CH:21]=[CH:22][CH:23]=[C:24]([C:25]([F:28])([F:27])[F:26])[C:11]=2[N:10]=1)[CH3:8]. (7) Given the reactants [CH2:1]([O:8][C:9]1[CH:17]=[CH:16][C:12]([C:13](Cl)=[O:14])=[CH:11][CH:10]=1)[C:2]1[CH:7]=[CH:6][CH:5]=[CH:4]C=1.[CH3:18][N:19]1[CH2:24][CH2:23][CH:22]([O:25][C:26]2[CH:27]=[C:28]([CH:31]=[CH:32][CH:33]=2)[CH2:29][NH2:30])[CH2:21][CH2:20]1, predict the reaction product. The product is: [CH3:18][N:19]1[CH2:24][CH2:23][CH:22]([O:25][C:26]2[CH:27]=[C:28]([CH:31]=[CH:32][CH:33]=2)[CH2:29][NH:30][C:13](=[O:14])[C:12]2[CH:11]=[CH:10][C:9]([O:8][C:1]3[CH:2]=[CH:7][CH:6]=[CH:5][CH:4]=3)=[CH:17][CH:16]=2)[CH2:21][CH2:20]1.